Task: Predict the reactants needed to synthesize the given product.. Dataset: Retrosynthesis with 50K atom-mapped reactions and 10 reaction types from USPTO (1) Given the product O=C(O)C(F)(F)F, predict the reactants needed to synthesize it. The reactants are: C[C@@H](OC(C)(C)C)[C@H](NC(=O)OC(C)(C)C)C(=O)NC1(c2ncccn2)CC1. (2) Given the product CC(C)COc1cc(Oc2ccc(C(F)(F)F)cn2)ccc1CCCO, predict the reactants needed to synthesize it. The reactants are: CCOC(=O)CCc1ccc(Oc2ccc(C(F)(F)F)cn2)cc1OCC(C)C. (3) Given the product CN(C(=O)Oc1ccc(NC(=O)c2cccc(Br)c2)cn1)c1ccccc1, predict the reactants needed to synthesize it. The reactants are: CN(C(=O)Oc1ccc(N)cn1)c1ccccc1.O=C(Cl)c1cccc(Br)c1. (4) Given the product COc1cc2c(nc1OC)c(-c1cc3c(COc4ccccc4)ccnc3n1S(=O)(=O)c1ccc(C)cc1)cn2C, predict the reactants needed to synthesize it. The reactants are: COc1cc2c(nc1OC)c(-c1cc3c(CCl)ccnc3n1S(=O)(=O)c1ccc(C)cc1)cn2C.Oc1ccccc1.